Dataset: Forward reaction prediction with 1.9M reactions from USPTO patents (1976-2016). Task: Predict the product of the given reaction. (1) Given the reactants [CH2:1]([NH:3][CH2:4][CH3:5])[CH3:2].[CH3:6][O:7][CH2:8][CH2:9]Cl.[OH-].[Na+], predict the reaction product. The product is: [CH3:6][O:7][CH2:8][CH2:9][N:3]([CH2:4][CH3:5])[CH2:1][CH3:2]. (2) Given the reactants [H-].[Na+].[N+:3]([C:6]1[CH:7]=[CH:8][C:9]([C:13]([F:19])([F:18])[C:14]([F:17])([F:16])[F:15])=[C:10]([OH:12])[CH:11]=1)([O-:5])=[O:4].[C:20]([N:27]1[CH2:32][CH2:31][CH:30]([CH2:33]OS(C)(=O)=O)[CH2:29][CH2:28]1)([O:22][C:23]([CH3:26])([CH3:25])[CH3:24])=[O:21].C([O-])([O-])=O.[K+].[K+], predict the reaction product. The product is: [C:20]([N:27]1[CH2:28][CH2:29][CH:30]([CH2:33][O:12][C:10]2[C:9]([C:13]([F:18])([F:19])[C:14]([F:15])([F:16])[F:17])=[CH:8][CH:7]=[C:6]([N+:3]([O-:5])=[O:4])[CH:11]=2)[CH2:31][CH2:32]1)([O:22][C:23]([CH3:26])([CH3:25])[CH3:24])=[O:21]. (3) Given the reactants [CH3:1][O:2][C:3]1[CH:4]=[C:5]2[C:8](=[CH:9][C:10]=1[O:11][CH3:12])[C@@H:7]([CH2:13][NH:14][CH3:15])[CH2:6]2.[CH3:16][O:17][C:18]1[C:33]([O:34][CH3:35])=[CH:32][C:21]2[CH2:22][C:23](=[O:31])[N:24]([CH2:27][CH2:28][CH:29]=O)[CH2:25][CH2:26][C:20]=2[CH:19]=1, predict the reaction product. The product is: [CH3:1][O:2][C:3]1[CH:4]=[C:5]2[C:8](=[CH:9][C:10]=1[O:11][CH3:12])[C@@H:7]([CH2:13][N:14]([CH3:15])[CH2:29][CH2:28][CH2:27][N:24]1[C:23](=[O:31])[CH2:22][C:21]3[CH:32]=[C:33]([O:34][CH3:35])[C:18]([O:17][CH3:16])=[CH:19][C:20]=3[CH2:26][CH2:25]1)[CH2:6]2. (4) Given the reactants [CH2:1]([O:3][C:4](=[O:21])[CH:5]([O:18][CH2:19][CH3:20])[CH2:6][C:7]1[C:16]2[CH2:15][CH2:14][CH2:13][CH2:12][C:11]=2[C:10]([OH:17])=[CH:9][CH:8]=1)[CH3:2].[CH3:22][O:23][C:24]1[CH:29]=[CH:28][C:27]([C:30]2[O:31][C:32]([CH3:39])=[C:33]([CH2:35][CH2:36][CH2:37]O)[N:34]=2)=[CH:26][CH:25]=1.C1(P(C2C=CC=CC=2)C2C=CC=CC=2)C=CC=CC=1.N(C(OCC)=O)=NC(OCC)=O, predict the reaction product. The product is: [CH2:1]([O:3][C:4](=[O:21])[CH:5]([O:18][CH2:19][CH3:20])[CH2:6][C:7]1[C:16]2[CH2:15][CH2:14][CH2:13][CH2:12][C:11]=2[C:10]([O:17][CH2:37][CH2:36][CH2:35][C:33]2[N:34]=[C:30]([C:27]3[CH:26]=[CH:25][C:24]([O:23][CH3:22])=[CH:29][CH:28]=3)[O:31][C:32]=2[CH3:39])=[CH:9][CH:8]=1)[CH3:2]. (5) Given the reactants Cl[C:2]1[N:3]=[C:4]([NH:21][C:22]2[CH:30]=[CH:29][CH:28]=[C:27]([F:31])[C:23]=2[C:24]([NH2:26])=[O:25])[C:5]2[CH:10]=[CH:9][N:8](S(C3C=CC(C)=CC=3)(=O)=O)[C:6]=2[N:7]=1.[C:32]([N:35]1[C:44]2[C:39](=[CH:40][C:41]([O:46][CH3:47])=[C:42]([NH2:45])[CH:43]=2)[CH2:38][CH2:37][CH2:36]1)(=[O:34])[CH3:33].Cl.[C:49](=O)(O)[O-].[Na+].CN.[OH-].[K+], predict the reaction product. The product is: [C:32]([N:35]1[C:44]2[C:39](=[CH:40][C:41]([O:46][CH3:47])=[C:42]([NH:45][C:2]3[NH:7][C:6]4=[N:8][CH:9]=[CH:10][C:5]4=[C:4]([NH:21][C:22]4[CH:30]=[CH:29][CH:28]=[C:27]([F:31])[C:23]=4[C:24]([NH:26][CH3:49])=[O:25])[N:3]=3)[CH:43]=2)[CH2:38][CH2:37][CH2:36]1)(=[O:34])[CH3:33]. (6) Given the reactants C(O)C.O.O1CCOCC1.[CH3:11][C:12]1[N:17]=[C:16]([C:18]2[CH:19]=[C:20]3[C:24](=[CH:25][CH:26]=2)[N:23]([CH3:27])[CH:22]=[CH:21]3)[C:15]([C:28]([O:30]CC)=[O:29])=[CH:14][N:13]=1.O.[OH-].[Li+], predict the reaction product. The product is: [CH3:11][C:12]1[N:17]=[C:16]([C:18]2[CH:19]=[C:20]3[C:24](=[CH:25][CH:26]=2)[N:23]([CH3:27])[CH:22]=[CH:21]3)[C:15]([C:28]([OH:30])=[O:29])=[CH:14][N:13]=1. (7) Given the reactants [Br:1]Br.[CH3:3][N:4]1[CH:13]=[CH:12][C:11]2[C:6](=[CH:7][N:8]=[CH:9][CH:10]=2)[C:5]1=[O:14], predict the reaction product. The product is: [Br:1][C:12]1[C:11]2[C:6](=[CH:7][N:8]=[CH:9][CH:10]=2)[C:5](=[O:14])[N:4]([CH3:3])[CH:13]=1. (8) Given the reactants [NH2:1][C:2]1[S:3][C:4]([C:11]2[CH:16]=[CH:15][CH:14]=[CH:13][CH:12]=2)=[CH:5][C:6]=1[C:7]([O:9][CH3:10])=[O:8].[Cl:17][C:18]([Cl:25])([Cl:24])[C:19]([N:21]=[C:22]=[O:23])=[O:20], predict the reaction product. The product is: [C:11]1([C:4]2[S:3][C:2]([NH:1][C:22]([NH:21][C:19](=[O:20])[C:18]([Cl:25])([Cl:24])[Cl:17])=[O:23])=[C:6]([C:7]([O:9][CH3:10])=[O:8])[CH:5]=2)[CH:16]=[CH:15][CH:14]=[CH:13][CH:12]=1. (9) Given the reactants CC([O-])(C)C.[K+].[CH3:7]/[CH:8]=[CH:9]/[CH3:10].[Li]CCCC.C([O:19][B:20](OC(C)C)[O:21]C(C)C)(C)C.C([K])/C=C/C.Cl.[Na+].[Cl-].[C:37]([C@@H:43]([C@H:45]([C:47]([O:49][CH:50]([CH3:52])[CH3:51])=[O:48])[OH:46])[OH:44])([O:39][CH:40]([CH3:42])[CH3:41])=[O:38], predict the reaction product. The product is: [CH2:7]([B:20]([OH:21])[OH:19])/[CH:8]=[CH:9]/[CH3:10].[C:47]([C@@H:45]([C@H:43]([C:37]([O:39][CH:40]([CH3:42])[CH3:41])=[O:38])[OH:44])[OH:46])([O:49][CH:50]([CH3:51])[CH3:52])=[O:48].